This data is from Full USPTO retrosynthesis dataset with 1.9M reactions from patents (1976-2016). The task is: Predict the reactants needed to synthesize the given product. Given the product [CH3:21][O:22][C:23]1[C:28]([C:2]2[N:3]=[C:4]([N:15]3[CH2:20][CH2:19][O:18][CH2:17][CH2:16]3)[C:5]3[S:10][C:9]([C:11]([OH:14])([CH3:13])[CH3:12])=[CH:8][C:6]=3[N:7]=2)=[CH:27][CH:26]=[CH:25][N:24]=1, predict the reactants needed to synthesize it. The reactants are: Cl[C:2]1[N:3]=[C:4]([N:15]2[CH2:20][CH2:19][O:18][CH2:17][CH2:16]2)[C:5]2[S:10][C:9]([C:11]([OH:14])([CH3:13])[CH3:12])=[CH:8][C:6]=2[N:7]=1.[CH3:21][O:22][C:23]1[C:28](B(O)O)=[CH:27][CH:26]=[CH:25][N:24]=1.